From a dataset of NCI-60 drug combinations with 297,098 pairs across 59 cell lines. Regression. Given two drug SMILES strings and cell line genomic features, predict the synergy score measuring deviation from expected non-interaction effect. Drug 1: CCC1(CC2CC(C3=C(CCN(C2)C1)C4=CC=CC=C4N3)(C5=C(C=C6C(=C5)C78CCN9C7C(C=CC9)(C(C(C8N6C=O)(C(=O)OC)O)OC(=O)C)CC)OC)C(=O)OC)O.OS(=O)(=O)O. Drug 2: COC1=NC(=NC2=C1N=CN2C3C(C(C(O3)CO)O)O)N. Cell line: KM12. Synergy scores: CSS=10.0, Synergy_ZIP=-4.78, Synergy_Bliss=-0.369, Synergy_Loewe=-31.8, Synergy_HSA=-5.47.